From a dataset of Forward reaction prediction with 1.9M reactions from USPTO patents (1976-2016). Predict the product of the given reaction. (1) The product is: [CH3:17][O:16][C:13]1[CH:14]=[CH:15][C:10]([CH2:9][O:8][C:3]2[C:2]([N:22]3[CH2:23][CH2:24][CH:19]([OH:18])[CH2:20][CH2:21]3)=[CH:7][CH:6]=[CH:5][N:4]=2)=[CH:11][CH:12]=1. Given the reactants Br[C:2]1[C:3]([O:8][CH2:9][C:10]2[CH:15]=[CH:14][C:13]([O:16][CH3:17])=[CH:12][CH:11]=2)=[N:4][CH:5]=[CH:6][CH:7]=1.[OH:18][CH:19]1[CH2:24][CH2:23][NH:22][CH2:21][CH2:20]1.C1(P(C2C=CC=CC=2)C2C=CC3C(=CC=CC=3)C=2C2C3C(=CC=CC=3)C=CC=2P(C2C=CC=CC=2)C2C=CC=CC=2)C=CC=CC=1.CC(C)([O-])C.[Na+], predict the reaction product. (2) Given the reactants [Cl:1][C:2]1[CH:3]=[CH:4][C:5]2[O:9][C:8](=[O:10])[N:7]([CH2:11][C:12]([N:14]([CH2:16][C:17]3[NH:21][C:20]4[CH:22]=[C:23]([Cl:27])[C:24]([Cl:26])=[CH:25][C:19]=4[N:18]=3)[CH3:15])=[O:13])[C:6]=2[CH:28]=1.CN(C=O)C.C([O-])([O-])=O.[K+].[K+].Br[CH2:41][CH2:42][O:43][CH2:44][O:45][CH3:46], predict the reaction product. The product is: [Cl:1][C:2]1[CH:3]=[CH:4][C:5]2[O:9][C:8](=[O:10])[N:7]([CH2:11][C:12]([N:14]([CH2:16][C:17]3[N:18]([CH2:41][CH2:42][O:43][CH2:44][O:45][CH3:46])[C:19]4[CH:25]=[C:24]([Cl:26])[C:23]([Cl:27])=[CH:22][C:20]=4[N:21]=3)[CH3:15])=[O:13])[C:6]=2[CH:28]=1.